Predict the product of the given reaction. From a dataset of Forward reaction prediction with 1.9M reactions from USPTO patents (1976-2016). (1) Given the reactants C[O:2][C:3]([C:5]1[C:14]([CH3:15])=[C:13]2[C:8]([CH:9]([NH:16][C:17]([O:19][C:20]([CH3:23])([CH3:22])[CH3:21])=[O:18])[CH2:10][CH2:11][S:12]2)=[CH:7][CH:6]=1)=[O:4].C(=O)([O-])[O-].[K+].[K+], predict the reaction product. The product is: [C:20]([O:19][C:17]([NH:16][CH:9]1[C:8]2[C:13](=[C:14]([CH3:15])[C:5]([C:3]([OH:4])=[O:2])=[CH:6][CH:7]=2)[S:12][CH2:11][CH2:10]1)=[O:18])([CH3:23])([CH3:22])[CH3:21]. (2) Given the reactants [O:1]1[C:5]2([CH2:11][CH2:10][CH2:9][NH:8][CH2:7][CH2:6]2)[O:4][CH2:3][CH2:2]1.Br[CH2:13][CH2:14][C:15]1[CH:20]=[CH:19][C:18]([O:21][CH3:22])=[CH:17][CH:16]=1.C([O-])([O-])=O.[K+].[K+].O, predict the reaction product. The product is: [CH3:22][O:21][C:18]1[CH:19]=[CH:20][C:15]([CH2:14][CH2:13][N:8]2[CH2:9][CH2:10][CH2:11][C:5]3([O:4][CH2:3][CH2:2][O:1]3)[CH2:6][CH2:7]2)=[CH:16][CH:17]=1. (3) The product is: [CH3:1][NH:2][C:3]1[S:4][C:8]([C:19]2[CH:20]=[N:21][CH:22]=[CH:23][CH:24]=2)=[C:9]([C:11]2[CH:12]=[CH:13][C:14]([O:17][CH3:18])=[CH:15][CH:16]=2)[N:5]=1. Given the reactants [CH3:1][NH:2][C:3]([NH2:5])=[S:4].Br.Br[CH:8]([C:19]1[CH:20]=[N:21][CH:22]=[CH:23][CH:24]=1)[C:9]([C:11]1[CH:16]=[CH:15][C:14]([O:17][CH3:18])=[CH:13][CH:12]=1)=O.C(N(CC)CC)C, predict the reaction product. (4) Given the reactants [P:1]([O:19][CH2:20][C:21]([F:48])([F:47])[CH2:22][N:23]1[C:27]([C:28]2[CH:33]=[CH:32][C:31]([F:34])=[CH:30][CH:29]=2)=[C:26]([C:35]2[CH:36]=[CH:37][C:38]3[O:43][CH2:42][C:41](=[O:44])[NH:40][C:39]=3[CH:45]=2)[C:25]([CH3:46])=[N:24]1)([O:11]CC1C=CC=CC=1)([O:3]CC1C=CC=CC=1)=[O:2].CO, predict the reaction product. The product is: [P:1]([OH:3])([OH:11])([O:19][CH2:20][C:21]([F:47])([F:48])[CH2:22][N:23]1[C:27]([C:28]2[CH:33]=[CH:32][C:31]([F:34])=[CH:30][CH:29]=2)=[C:26]([C:35]2[CH:36]=[CH:37][C:38]3[O:43][CH2:42][C:41](=[O:44])[NH:40][C:39]=3[CH:45]=2)[C:25]([CH3:46])=[N:24]1)=[O:2]. (5) The product is: [CH3:1][C:2]([CH3:9])([CH3:8])[CH2:3][C:4]([NH:11][NH2:12])=[O:5]. Given the reactants [CH3:1][C:2]([CH3:9])([CH3:8])[CH2:3][C:4](OC)=[O:5].O.[NH2:11][NH2:12], predict the reaction product. (6) Given the reactants [O:1]=[C:2]1[NH:7][N:6]=[C:5]([C:8]2[S:12][C:11]([C:13]([O:15][CH2:16][CH3:17])=[O:14])=[N:10][C:9]=2[C:18]2[CH:23]=[CH:22][CH:21]=[CH:20][CH:19]=2)[CH:4]=[CH:3]1.[H-].[Na+].I[CH3:27].O, predict the reaction product. The product is: [CH3:27][N:7]1[C:2](=[O:1])[CH:3]=[CH:4][C:5]([C:8]2[S:12][C:11]([C:13]([O:15][CH2:16][CH3:17])=[O:14])=[N:10][C:9]=2[C:18]2[CH:19]=[CH:20][CH:21]=[CH:22][CH:23]=2)=[N:6]1.